From a dataset of Catalyst prediction with 721,799 reactions and 888 catalyst types from USPTO. Predict which catalyst facilitates the given reaction. (1) Reactant: [F:1][C:2]([F:18])([F:17])[CH2:3][CH2:4][NH:5][C:6]([C:8]1[CH:16]=[CH:15][C:11]([C:12]([OH:14])=O)=[CH:10][CH:9]=1)=[O:7].[C:19](=[N:22]O)([NH2:21])[CH3:20].C(P1(=O)OP(CCC)(=O)OP(CCC)(=O)O1)CC.CCN(C(C)C)C(C)C. Product: [CH3:20][C:19]1[N:22]=[C:12]([C:11]2[CH:10]=[CH:9][C:8]([C:6]([NH:5][CH2:4][CH2:3][C:2]([F:1])([F:18])[F:17])=[O:7])=[CH:16][CH:15]=2)[O:14][N:21]=1. The catalyst class is: 84. (2) Reactant: [C:1]([N:5]1[C:9]2=[N:10][C:11]([Cl:15])=[N:12][C:13](Cl)=[C:8]2[CH:7]=[N:6]1)([CH3:4])([CH3:3])[CH3:2].[O:16]1[CH2:21][CH2:20][CH:19]([NH2:22])[CH2:18][CH2:17]1. Product: [C:1]([N:5]1[C:9]2=[N:10][C:11]([Cl:15])=[N:12][C:13]([NH:22][CH:19]3[CH2:20][CH2:21][O:16][CH2:17][CH2:18]3)=[C:8]2[CH:7]=[N:6]1)([CH3:4])([CH3:3])[CH3:2]. The catalyst class is: 24. (3) Reactant: [C:1]([NH:9][CH:10]([C:16](=[O:18])[CH3:17])[C:11]([O:13][CH2:14][CH3:15])=[O:12])(=O)[C:2]1[CH:7]=[CH:6][CH:5]=[CH:4][CH:3]=1. Product: [CH3:17][C:16]1[O:18][C:1]([C:2]2[CH:3]=[CH:4][CH:5]=[CH:6][CH:7]=2)=[N:9][C:10]=1[C:11]([O:13][CH2:14][CH3:15])=[O:12]. The catalyst class is: 286. (4) Reactant: [N-:1]=[N+:2]=[N-:3].[Na+].CS(O[CH2:10][CH2:11][CH2:12][C:13]1([O:19][Si:20]([C:23]([CH3:26])([CH3:25])[CH3:24])([CH3:22])[CH3:21])[CH2:18][CH2:17][CH2:16][CH2:15][CH2:14]1)(=O)=O. Product: [N:1]([CH2:10][CH2:11][CH2:12][C:13]1([O:19][Si:20]([C:23]([CH3:24])([CH3:26])[CH3:25])([CH3:21])[CH3:22])[CH2:14][CH2:15][CH2:16][CH2:17][CH2:18]1)=[N+:2]=[N-:3]. The catalyst class is: 483. (5) Reactant: [CH3:1][O:2][C:3](=[O:14])[CH:4](P(OCC)(OCC)=O)[CH3:5].[H-].[Na+].[C:17]([O:21][C:22]([C:24]1[S:25][C:26]([CH:29]=O)=[CH:27][CH:28]=1)=[O:23])([CH3:20])([CH3:19])[CH3:18]. Product: [C:17]([O:21][C:22]([C:24]1[S:25][C:26](/[CH:29]=[C:4](/[C:3]([O:2][CH3:1])=[O:14])\[CH3:5])=[CH:27][CH:28]=1)=[O:23])([CH3:20])([CH3:19])[CH3:18]. The catalyst class is: 7.